From a dataset of Acute oral toxicity (LD50) regression data from Zhu et al.. Regression/Classification. Given a drug SMILES string, predict its toxicity properties. Task type varies by dataset: regression for continuous values (e.g., LD50, hERG inhibition percentage) or binary classification for toxic/non-toxic outcomes (e.g., AMES mutagenicity, cardiotoxicity, hepatotoxicity). Dataset: ld50_zhu. (1) The compound is CCOC(=O)CC[Si](C)(OCC)OCC. The rat oral LD50 is 1.05, given as -log10 of the dose in mol/kg body weight (higher means more acutely toxic). (2) The molecule is CC(=O)Oc1ccc(Br)cc1C(=O)O. The rat oral LD50 is 2.36, given as -log10 of the dose in mol/kg body weight (higher means more acutely toxic).